The task is: Predict which catalyst facilitates the given reaction.. This data is from Catalyst prediction with 721,799 reactions and 888 catalyst types from USPTO. Reactant: [Cl:1][C:2]1[C:7]([Cl:8])=[CH:6][C:5]([C:9](=[O:11])[CH3:10])=[C:4]([OH:12])[C:3]=1[I:13].[C:14](=O)([O-])[O-].[K+].[K+].CI. Product: [Cl:1][C:2]1[C:7]([Cl:8])=[CH:6][C:5]([C:9](=[O:11])[CH3:10])=[C:4]([O:12][CH3:14])[C:3]=1[I:13]. The catalyst class is: 18.